This data is from Full USPTO retrosynthesis dataset with 1.9M reactions from patents (1976-2016). The task is: Predict the reactants needed to synthesize the given product. (1) Given the product [Cl:37][C:38]1[CH:43]=[CH:42][C:41]([C:44]2[CH:49]=[CH:48][C:47]([NH:50][C:25]([C:24]3[CH:28]=[CH:29][C:30]([C:32]([F:34])([F:35])[F:33])=[CH:31][C:23]=3[C:20]3[CH:19]=[CH:18][C:17]([C:15]([NH:14][CH2:13][CH2:12][C:11]([O:10][CH2:8][CH3:9])=[O:36])=[O:16])=[N:22][CH:21]=3)=[O:26])=[CH:46][CH:45]=2)=[C:40]([CH3:51])[CH:39]=1, predict the reactants needed to synthesize it. The reactants are: CCN(CC)CC.[CH2:8]([O:10][C:11](=[O:36])[CH2:12][CH2:13][NH:14][C:15]([C:17]1[N:22]=[CH:21][C:20]([C:23]2[CH:31]=[C:30]([C:32]([F:35])([F:34])[F:33])[CH:29]=[CH:28][C:24]=2[C:25](O)=[O:26])=[CH:19][CH:18]=1)=[O:16])[CH3:9].[Cl:37][C:38]1[CH:43]=[CH:42][C:41]([C:44]2[CH:49]=[CH:48][C:47]([NH2:50])=[CH:46][CH:45]=2)=[C:40]([CH3:51])[CH:39]=1.CCN=C=NCCCN(C)C. (2) Given the product [CH3:1][O:2][C:3](=[O:18])[CH2:4][CH2:5][CH2:6][CH2:7][C:8]1[CH:13]=[CH:12][CH:11]=[C:10]([NH:14][C:27]([O:29][CH2:30][CH3:31])=[O:28])[C:9]=1[F:17], predict the reactants needed to synthesize it. The reactants are: [CH3:1][O:2][C:3](=[O:18])[CH2:4][CH2:5][CH2:6][CH2:7][C:8]1[CH:13]=[CH:12][CH:11]=[C:10]([N+:14]([O-])=O)[C:9]=1[F:17].C(N(CC)CC)C.Cl[C:27]([O:29][CH2:30][CH3:31])=[O:28]. (3) Given the product [C:1]([O:5][C:6]([N:8]1[C:17]2[C:12](=[CH:13][C:14]([CH:18]([NH2:20])[CH3:19])=[CH:15][CH:16]=2)[CH2:11][CH2:10][CH2:9]1)=[O:7])([CH3:4])([CH3:2])[CH3:3], predict the reactants needed to synthesize it. The reactants are: [C:1]([O:5][C:6]([N:8]1[C:17]2[C:12](=[CH:13][C:14]([C:18](=[N:20]O)[CH3:19])=[CH:15][CH:16]=2)[CH2:11][CH2:10][CH2:9]1)=[O:7])([CH3:4])([CH3:3])[CH3:2]. (4) Given the product [CH:1]1([CH2:4][O:5][C:6]2[CH:11]=[C:10]([O:12][CH3:13])[CH:9]=[CH:8][C:7]=2[C:14]2[CH:19]=[CH:18][N:17]=[C:16]3[C:20]([C:32]([NH:35][C@@H:36]4[CH2:41][CH2:40][C@H:39]([NH:42][C:43](=[O:49])[O:44][C:45]([CH3:47])([CH3:46])[CH3:48])[CH2:38][CH2:37]4)=[O:33])=[C:21]([CH3:31])[N:22]([CH2:23][O:24][CH2:25][CH2:26][Si:27]([CH3:30])([CH3:29])[CH3:28])[C:15]=23)[CH2:2][CH2:3]1, predict the reactants needed to synthesize it. The reactants are: [CH:1]1([CH2:4][O:5][C:6]2[CH:11]=[C:10]([O:12][CH3:13])[CH:9]=[CH:8][C:7]=2[C:14]2[CH:19]=[CH:18][N:17]=[C:16]3[C:20]([C:32](O)=[O:33])=[C:21]([CH3:31])[N:22]([CH2:23][O:24][CH2:25][CH2:26][Si:27]([CH3:30])([CH3:29])[CH3:28])[C:15]=23)[CH2:3][CH2:2]1.[NH2:35][C@@H:36]1[CH2:41][CH2:40][C@H:39]([NH:42][C:43](=[O:49])[O:44][C:45]([CH3:48])([CH3:47])[CH3:46])[CH2:38][CH2:37]1. (5) Given the product [Br:1][C:2]1[CH:7]=[CH:6][C:5]([C:8]2[N:9]=[C:10]([C:22]3[CH:23]=[CH:24][C:25]([F:28])=[CH:26][CH:27]=3)[O:11][C:12]=2[C@@H:13]2[CH2:18][CH2:17][CH2:16][CH2:15][C@H:14]2[C:19]([NH:44][C:39]2([C:38]#[N:43])[CH2:41][CH2:40]2)=[O:20])=[CH:4][CH:3]=1, predict the reactants needed to synthesize it. The reactants are: [Br:1][C:2]1[CH:7]=[CH:6][C:5]([C:8]2[N:9]=[C:10]([C:22]3[CH:27]=[CH:26][C:25]([F:28])=[CH:24][CH:23]=3)[O:11][C:12]=2[C@@H:13]2[CH2:18][CH2:17][CH2:16][CH2:15][C@H:14]2[C:19](O)=[O:20])=[CH:4][CH:3]=1.CN(C(ON1N=[N:44][C:39]2[CH:40]=[CH:41]C=[N:43][C:38]1=2)=[N+](C)C)C.F[P-](F)(F)(F)(F)F.CCN(C(C)C)C(C)C.